From a dataset of Full USPTO retrosynthesis dataset with 1.9M reactions from patents (1976-2016). Predict the reactants needed to synthesize the given product. Given the product [OH:16][C:15]([CH3:17])([CH3:14])[CH2:1][C:2]1[N:7]=[CH:6][C:5]([OH:8])=[CH:4][CH:3]=1, predict the reactants needed to synthesize it. The reactants are: [CH3:1][C:2]1[N:7]=[CH:6][C:5]([OH:8])=[CH:4][CH:3]=1.C([Li])CCC.[CH3:14][C:15]([CH3:17])=[O:16].